This data is from Human liver microsome stability data. The task is: Regression/Classification. Given a drug SMILES string, predict its absorption, distribution, metabolism, or excretion properties. Task type varies by dataset: regression for continuous measurements (e.g., permeability, clearance, half-life) or binary classification for categorical outcomes (e.g., BBB penetration, CYP inhibition). Dataset: hlm. (1) The molecule is O=C(NCc1ccc(Cl)cc1Cl)N1CCC(Oc2ccc(Cl)cc2)CC1. The result is 0 (unstable in human liver microsomes). (2) The drug is C[C@@H]1CN(c2ccc(F)cc2C(F)(F)F)CCN1S(=O)(=O)c1ccc([C@@](C)(O)C(F)(F)F)s1. The result is 0 (unstable in human liver microsomes). (3) The drug is Clc1ccc(C2(CNC3CC3)CCCCC2)cc1Cl. The result is 0 (unstable in human liver microsomes). (4) The drug is CCP(=O)(OC)c1ccc2nc(-c3cnc4ccccc4c3)oc2c1. The result is 0 (unstable in human liver microsomes). (5) The result is 0 (unstable in human liver microsomes). The drug is CC(C)[C@@H](NC(=O)c1cc(C(F)(F)F)ccc1F)C(=O)N1CCC2(CC1)C(=O)N(C)C(=O)N2c1ccc2[nH]ncc2c1. (6) The molecule is CC(C)(O)CCn1c(=O)n(C(=O)N[C@H](C(N)=O)C(C)(C)C)c2ccccc21. The result is 0 (unstable in human liver microsomes).